Dataset: Full USPTO retrosynthesis dataset with 1.9M reactions from patents (1976-2016). Task: Predict the reactants needed to synthesize the given product. (1) Given the product [CH3:22][C:20]1[CH:21]=[C:16]([CH3:15])[N:17]=[C:18]([C:23]2[CH:28]=[CH:27][C:26]([C:2]3[N:7]=[C:6]([C:26]4[CH:25]=[CH:24][C:23]([C:18]5[N:19]=[C:20]([CH3:22])[CH:21]=[C:16]([CH3:15])[N:17]=5)=[CH:28][CH:27]=4)[N:5]=[C:4]([C:9]4[CH:14]=[CH:13][CH:12]=[CH:11][CH:10]=4)[N:3]=3)=[CH:25][CH:24]=2)[N:19]=1, predict the reactants needed to synthesize it. The reactants are: Cl[C:2]1[N:7]=[C:6](Cl)[N:5]=[C:4]([C:9]2[CH:14]=[CH:13][CH:12]=[CH:11][CH:10]=2)[N:3]=1.[CH3:15][C:16]1[CH:21]=[C:20]([CH3:22])[N:19]=[C:18]([C:23]2[CH:28]=[CH:27][C:26](B3OC(C)(C)C(C)(C)O3)=[CH:25][CH:24]=2)[N:17]=1.P([O-])([O-])([O-])=O.[K+].[K+].[K+]. (2) Given the product [Fe:23]([Cl:25])[Cl:24].[N:1]1[CH:6]=[CH:5][CH:4]=[CH:3][C:2]=1[CH:7]=[N:8][C@@H:9]1[CH2:14][CH2:13][CH2:12][CH2:11][C@H:10]1[N:15]=[CH:16][C:17]1[CH:22]=[CH:21][CH:20]=[CH:19][N:18]=1, predict the reactants needed to synthesize it. The reactants are: [N:1]1[CH:6]=[CH:5][CH:4]=[CH:3][C:2]=1[CH:7]=[N:8][C@@H:9]1[CH2:14][CH2:13][CH2:12][CH2:11][C@H:10]1[N:15]=[CH:16][C:17]1[CH:22]=[CH:21][CH:20]=[CH:19][N:18]=1.[Fe:23]([Cl:25])[Cl:24]. (3) Given the product [CH3:3][O:4][C:5]([C:7]1[CH:8]=[C:9]([CH3:29])[C:10]2[O:16][C:15]3[C:17]([Cl:25])=[CH:18][C:19]([NH:21][CH2:22][CH2:23][NH:2][CH3:1])=[CH:20][C:14]=3[CH2:13][S:12](=[O:27])(=[O:26])[C:11]=2[CH:28]=1)=[O:6], predict the reactants needed to synthesize it. The reactants are: [CH3:1][NH2:2].[CH3:3][O:4][C:5]([C:7]1[CH:8]=[C:9]([CH3:29])[C:10]2[O:16][C:15]3[C:17]([Cl:25])=[CH:18][C:19]([NH:21][CH2:22][CH2:23]Cl)=[CH:20][C:14]=3[CH2:13][S:12](=[O:27])(=[O:26])[C:11]=2[CH:28]=1)=[O:6]. (4) Given the product [CH2:30]([C:7]12[C:6](=[O:32])[N:5]([CH2:4][CH2:3][N:2]3[CH2:1][CH2:36][CH2:35][CH2:33]3)[C:28](=[O:29])[N:8]1[CH:9]([C:22]1[CH:23]=[CH:24][CH:25]=[CH:26][CH:27]=1)[C:10]1[NH:11][C:12]3[C:17]([C:18]=1[CH2:19]2)=[CH:16][C:15]([O:20][CH3:21])=[CH:14][CH:13]=3)[CH3:31], predict the reactants needed to synthesize it. The reactants are: [CH3:1][N:2]([CH3:33])[CH2:3][CH2:4][N:5]1[C:28](=[O:29])[N:8]2[CH:9]([C:22]3[CH:27]=[CH:26][CH:25]=[CH:24][CH:23]=3)[C:10]3[NH:11][C:12]4[C:17]([C:18]=3[CH2:19][C:7]2([CH2:30][CH3:31])[C:6]1=[O:32])=[CH:16][C:15]([O:20][CH3:21])=[CH:14][CH:13]=4.N1CC[CH2:36][CH2:35]1. (5) Given the product [CH3:14][O:15][C:16]1[CH:17]=[CH:18][C:19]([NH:22][C:23]([NH2:5])=[O:24])=[CH:20][CH:21]=1, predict the reactants needed to synthesize it. The reactants are: C([N:5](CCCC)CCCC)CCC.[CH3:14][O:15][C:16]1[CH:21]=[CH:20][C:19]([N:22]=[C:23]=[O:24])=[CH:18][CH:17]=1.C(O)(C)C.C([O-])(=O)C.[NH4+]. (6) Given the product [C:1]([O:5][C:6]([NH:8][CH:9]1[CH2:10][N:11]([C:14]2[S:15][C:16]3[C:22]([C:23]([O:25][CH2:26][CH3:27])=[O:24])=[CH:21][CH:20]=[CH:19][C:17]=3[N:18]=2)[CH2:12]1)=[O:7])([CH3:4])([CH3:2])[CH3:3], predict the reactants needed to synthesize it. The reactants are: [C:1]([O:5][C:6]([NH:8][CH:9]1[CH2:12][NH:11][CH2:10]1)=[O:7])([CH3:4])([CH3:3])[CH3:2].Br[C:14]1[S:15][C:16]2[C:22]([C:23]([O:25][CH2:26][CH3:27])=[O:24])=[CH:21][CH:20]=[CH:19][C:17]=2[N:18]=1.C(N(C(C)C)CC)(C)C. (7) Given the product [CH2:1]([S:3]([C:6]1[CH:7]=[CH:8][C:9]([O:23][C@H:24]2[CH2:29][CH2:28][C@@H:27]([OH:30])[CH2:26][CH2:25]2)=[C:10]([C:12]2[C:13]3[CH:22]=[CH:21][NH:20][C:14]=3[C:15](=[O:19])[N:16]([CH3:18])[CH:17]=2)[CH:11]=1)(=[O:5])=[O:4])[CH3:2], predict the reactants needed to synthesize it. The reactants are: [CH2:1]([S:3]([C:6]1[CH:7]=[CH:8][C:9]([O:23][CH:24]2[CH2:29][CH2:28][C:27](=[O:30])[CH2:26][CH2:25]2)=[C:10]([C:12]2[C:13]3[CH:22]=[CH:21][NH:20][C:14]=3[C:15](=[O:19])[N:16]([CH3:18])[CH:17]=2)[CH:11]=1)(=[O:5])=[O:4])[CH3:2].[BH4-].[Na+]. (8) The reactants are: [F:1][C:2]1[C:3]([C:22]([NH:24][CH2:25][C:26]2([C:32]3[CH:37]=[CH:36][CH:35]=[CH:34][CH:33]=3)[CH2:31][CH2:30][NH:29][CH2:28][CH2:27]2)=[O:23])=[N:4][CH:5]=[CH:6][C:7]=1[S:8][C:9]1[S:13][C:12]([NH:14][C:15]2[CH:20]=[C:19]([CH3:21])[CH:18]=[CH:17][N:16]=2)=[N:11][CH:10]=1.[N:38]1([C:44](Cl)=[O:45])[CH2:43][CH2:42][O:41][CH2:40][CH2:39]1. Given the product [F:1][C:2]1[C:3]([C:22]([NH:24][CH2:25][C:26]2([C:32]3[CH:33]=[CH:34][CH:35]=[CH:36][CH:37]=3)[CH2:27][CH2:28][N:29]([C:44]([N:38]3[CH2:43][CH2:42][O:41][CH2:40][CH2:39]3)=[O:45])[CH2:30][CH2:31]2)=[O:23])=[N:4][CH:5]=[CH:6][C:7]=1[S:8][C:9]1[S:13][C:12]([NH:14][C:15]2[CH:20]=[C:19]([CH3:21])[CH:18]=[CH:17][N:16]=2)=[N:11][CH:10]=1, predict the reactants needed to synthesize it.